From a dataset of Catalyst prediction with 721,799 reactions and 888 catalyst types from USPTO. Predict which catalyst facilitates the given reaction. (1) Reactant: [NH:1]1[CH:5]=[CH:4][C:3]([CH:6]=O)=[N:2]1.CN(C)C=O.[NH2:13][C:14]1[C:19]([NH2:20])=[CH:18][C:17]([CH:21]2[CH2:25][CH2:24][CH2:23][N:22]2[C:26]([O:28][C:29]([CH3:32])([CH3:31])[CH3:30])=[O:27])=[C:16]([O:33][C:34]2[CH:39]=[CH:38][C:37]([S:40]([CH3:43])(=[O:42])=[O:41])=[CH:36][CH:35]=2)[CH:15]=1. Product: [CH3:43][S:40]([C:37]1[CH:38]=[CH:39][C:34]([O:33][C:16]2[C:17]([CH:21]3[CH2:25][CH2:24][CH2:23][N:22]3[C:26]([O:28][C:29]([CH3:30])([CH3:32])[CH3:31])=[O:27])=[CH:18][C:19]3[NH:20][C:6]([C:3]4[CH:4]=[CH:5][NH:1][N:2]=4)=[N:13][C:14]=3[CH:15]=2)=[CH:35][CH:36]=1)(=[O:42])=[O:41]. The catalyst class is: 13. (2) The catalyst class is: 10. Product: [Cl:1][C:2]1[C:3]2[N:4]([C:24]([CH2:25][CH:26]3[CH2:28][CH2:27]3)=[N:23][N:22]=2)[N:5]=[CH:6][C:7]=1[N:8]1[CH2:13][CH2:12][CH:11]([C:14]2[CH:19]=[C:18]([Cl:20])[CH:17]=[C:16]([Cl:21])[CH:15]=2)[CH2:10][CH2:9]1. Reactant: [Cl:1][C:2]1[C:7]([N:8]2[CH2:13][CH2:12][CH:11]([C:14]3[CH:19]=[C:18]([Cl:20])[CH:17]=[C:16]([Cl:21])[CH:15]=3)[CH2:10][CH2:9]2)=[CH:6][N:5]=[N:4][C:3]=1[NH:22][NH:23][C:24](=O)[CH2:25][CH:26]1[CH2:28][CH2:27]1.P(Cl)(Cl)(Cl)=O.